This data is from Catalyst prediction with 721,799 reactions and 888 catalyst types from USPTO. The task is: Predict which catalyst facilitates the given reaction. (1) Reactant: C(=O)([O-])[O-].[K+].[K+].C1OCCOCCOCCOCCOCCOC1.I[CH2:26][C:27]#[N:28].[C:29]([C:31]1[C@@H:36]([C:37]2[CH:42]=[CH:41][C:40]([C:43]#[N:44])=[CH:39][CH:38]=2)[N:35]2[N:45]=[C:46]([NH:48][C:49](=[O:58])[O:50][CH2:51][C:52]3[CH:57]=[CH:56][CH:55]=[CH:54][CH:53]=3)[N:47]=[C:34]2[N:33]([C:59]2[CH:64]=[CH:63][CH:62]=[C:61]([C:65]([F:68])([F:67])[F:66])[CH:60]=2)[C:32]=1[CH3:69])#[N:30]. Product: [C:29]([C:31]1[C@@H:36]([C:37]2[CH:42]=[CH:41][C:40]([C:43]#[N:44])=[CH:39][CH:38]=2)[N:35]2[N:45]=[C:46]([N:48]([CH2:26][C:27]#[N:28])[C:49](=[O:58])[O:50][CH2:51][C:52]3[CH:57]=[CH:56][CH:55]=[CH:54][CH:53]=3)[N:47]=[C:34]2[N:33]([C:59]2[CH:64]=[CH:63][CH:62]=[C:61]([C:65]([F:68])([F:67])[F:66])[CH:60]=2)[C:32]=1[CH3:69])#[N:30]. The catalyst class is: 3. (2) Reactant: [CH2:1]([O:8][C:9]1[CH:17]=[CH:16][C:12]([C:13](O)=[O:14])=[C:11]([Cl:18])[CH:10]=1)[C:2]1[CH:7]=[CH:6][CH:5]=[CH:4][CH:3]=1.Cl.O. Product: [CH2:1]([O:8][C:9]1[CH:17]=[CH:16][C:12]([CH2:13][OH:14])=[C:11]([Cl:18])[CH:10]=1)[C:2]1[CH:3]=[CH:4][CH:5]=[CH:6][CH:7]=1. The catalyst class is: 7. (3) Reactant: C[Si](C)(C)N[Si](C)(C)C.C([Li])CCC.[CH:35]1[CH:36]=[CH:37][C:32]([O:31]P([O:31][C:32]2[CH:37]=[CH:36][CH:35]=[CH:34][CH:33]=2)([O:31][C:32]2[CH:37]=[CH:36][CH:35]=[CH:34][CH:33]=2)=O)=[CH:33][CH:34]=1.C1(=O)CCCC=C1.[C:45](Cl)(=[O:50])[C:46]([CH3:49])([CH3:48])[CH3:47]. Product: [C:45]([O:31][C:32]1[CH2:33][CH2:34][CH:35]=[CH:36][CH:37]=1)(=[O:50])[C:46]([CH3:49])([CH3:48])[CH3:47]. The catalyst class is: 1. (4) Reactant: [CH2:1]([O:8][C:9]1[CH:16]=[CH:15][C:12]([CH:13]=O)=[CH:11][C:10]=1[Br:17])[C:2]1[CH:7]=[CH:6][CH:5]=[CH:4][CH:3]=1.Cl.CN.[C:21]([BH3-])#[N:22].[Na+]. Product: [CH2:1]([O:8][C:9]1[CH:16]=[CH:15][C:12]([CH2:13][NH:22][CH3:21])=[CH:11][C:10]=1[Br:17])[C:2]1[CH:7]=[CH:6][CH:5]=[CH:4][CH:3]=1. The catalyst class is: 5. (5) Reactant: [Cl:1][C:2]1[CH:7]=[C:6]([Cl:8])[N:5]=[CH:4][N:3]=1.[N+:9]([C:12]1[CH:13]=[C:14]([CH:16]=[CH:17][CH:18]=1)[NH2:15])([O-:11])=[O:10].Cl. Product: [ClH:1].[Cl:8][C:6]1[N:5]=[CH:4][N:3]=[C:2]([NH:15][C:14]2[CH:16]=[CH:17][CH:18]=[C:12]([N+:9]([O-:11])=[O:10])[CH:13]=2)[CH:7]=1. The catalyst class is: 41. (6) Product: [CH3:28][O:29][C:30](=[O:31])[C:32]1[CH:33]=[CH:34][CH:35]=[C:36]([O:26][C:23]2[CH:22]=[CH:21][C:20]([CH:8]([C:5]3[CH:6]=[CH:7][C:2]([Cl:1])=[CH:3][C:4]=3[CH3:27])[CH2:9][C:10]([C:12]3[CH:13]=[CH:14][C:15](=[O:19])[N:16]([CH3:18])[CH:17]=3)=[O:11])=[CH:25][CH:24]=2)[CH:37]=1. The catalyst class is: 221. Reactant: [Cl:1][C:2]1[CH:7]=[CH:6][C:5]([CH:8]([C:20]2[CH:25]=[CH:24][C:23]([OH:26])=[CH:22][CH:21]=2)[CH2:9][C:10]([C:12]2[CH:13]=[CH:14][C:15](=[O:19])[N:16]([CH3:18])[CH:17]=2)=[O:11])=[C:4]([CH3:27])[CH:3]=1.[CH3:28][O:29][C:30]([C:32]1[CH:33]=[C:34](B(O)O)[CH:35]=[CH:36][CH:37]=1)=[O:31].N1C=CC=CC=1. (7) Reactant: [CH2:1]([NH:8][C:9]([C@@H:11]1[CH2:15][CH2:14][CH2:13][C@@H:12]1[NH:16]C(OC(C)(C)C)=O)=[O:10])[C:2]1[CH:7]=[CH:6][CH:5]=[CH:4][CH:3]=1.[ClH:24]. Product: [ClH:24].[CH2:1]([NH:8][C:9]([C@@H:11]1[CH2:15][CH2:14][CH2:13][C@@H:12]1[NH2:16])=[O:10])[C:2]1[CH:7]=[CH:6][CH:5]=[CH:4][CH:3]=1. The catalyst class is: 343. (8) Reactant: [Br:1][C:2]1[CH:7]=[CH:6][C:5](Br)=[CH:4][N:3]=1.C([Li])CCC.FC(F)(F)S(O[Si:20]([C:23]([CH3:26])([CH3:25])[CH3:24])([CH3:22])[CH3:21])(=O)=O.O. Product: [Br:1][C:2]1[CH:7]=[CH:6][C:5]([Si:20]([C:23]([CH3:26])([CH3:25])[CH3:24])([CH3:22])[CH3:21])=[CH:4][N:3]=1. The catalyst class is: 757.